Dataset: Full USPTO retrosynthesis dataset with 1.9M reactions from patents (1976-2016). Task: Predict the reactants needed to synthesize the given product. (1) Given the product [CH2:1]([C:8]1[CH:9]=[N:10][C:11]2[C:16]([C:17]=1[C:18]1[CH:19]=[C:20]([NH:24][CH2:35][C:34]3[CH:37]=[C:30]([Cl:29])[CH:31]=[CH:32][C:33]=3[N+:38]([O-:40])=[O:39])[CH:21]=[CH:22][CH:23]=1)=[CH:15][CH:14]=[CH:13][C:12]=2[C:25]([F:28])([F:26])[F:27])[C:2]1[CH:3]=[CH:4][CH:5]=[CH:6][CH:7]=1, predict the reactants needed to synthesize it. The reactants are: [CH2:1]([C:8]1[CH:9]=[N:10][C:11]2[C:16]([C:17]=1[C:18]1[CH:19]=[C:20]([NH2:24])[CH:21]=[CH:22][CH:23]=1)=[CH:15][CH:14]=[CH:13][C:12]=2[C:25]([F:28])([F:27])[F:26])[C:2]1[CH:7]=[CH:6][CH:5]=[CH:4][CH:3]=1.[Cl:29][C:30]1[CH:31]=[CH:32][C:33]([N+:38]([O-:40])=[O:39])=[C:34]([CH:37]=1)[CH:35]=O. (2) Given the product [CH3:1][O:2][C:3]1[CH:8]=[C:7]([O:9][CH3:10])[CH:6]=[CH:5][C:4]=1[C:11](=[O:13])[CH2:12][C:16]([O:17][CH3:18])=[O:19], predict the reactants needed to synthesize it. The reactants are: [CH3:1][O:2][C:3]1[CH:8]=[C:7]([O:9][CH3:10])[CH:6]=[CH:5][C:4]=1[C:11](=[O:13])[CH3:12].[H-].[Na+].[C:16](=O)([O:19]C)[O:17][CH3:18]. (3) Given the product [C:14]([O:13][C:11](=[O:12])[CH2:10][CH2:9][O:8][C:7]1[C:2]([C:31]2[CH:30]=[N:29][C:28]([NH:27][C:25](=[O:26])[NH:24][CH2:22][CH3:23])=[CH:33][C:32]=2[C:34]2[S:35][CH:36]=[C:37]([C:39]([F:42])([F:40])[F:41])[N:38]=2)=[CH:3][C:4]([C:18]([O:20][CH3:21])=[O:19])=[CH:5][N:6]=1)([CH3:17])([CH3:16])[CH3:15], predict the reactants needed to synthesize it. The reactants are: Br[C:2]1[CH:3]=[C:4]([C:18]([O:20][CH3:21])=[O:19])[CH:5]=[N:6][C:7]=1[O:8][CH2:9][CH2:10][C:11]([O:13][C:14]([CH3:17])([CH3:16])[CH3:15])=[O:12].[CH2:22]([NH:24][C:25]([NH:27][C:28]1[CH:33]=[C:32]([C:34]2[S:35][CH:36]=[C:37]([C:39]([F:42])([F:41])[F:40])[N:38]=2)[C:31](B2OC(C)(C)C(C)(C)O2)=[CH:30][N:29]=1)=[O:26])[CH3:23].C(=O)([O-])[O-].[Cs+].[Cs+]. (4) Given the product [CH3:32][O:31][C:12](=[O:30])[CH2:13][CH2:14][CH2:15][CH2:16][CH2:17][CH2:18][CH2:19][CH2:20][CH:21]([P:4]([OH:5])([CH2:3][CH:2]([CH3:1])[CH2:7][C:8]([CH3:10])([CH3:9])[CH3:11])=[O:6])[CH2:22][CH2:23][CH2:24][CH2:25][CH2:26][CH2:27][CH2:28][CH3:29], predict the reactants needed to synthesize it. The reactants are: [CH3:1][CH:2]([CH2:7][C:8]([CH3:11])([CH3:10])[CH3:9])[CH2:3][PH:4](=[O:6])[OH:5].[C:12]([O:31][CH3:32])(=[O:30])[CH2:13][CH2:14][CH2:15][CH2:16][CH2:17][CH2:18][CH2:19]/[CH:20]=[CH:21]\[CH2:22][CH2:23][CH2:24][CH2:25][CH2:26][CH2:27][CH2:28][CH3:29]. (5) Given the product [CH3:1][C:2]1[CH:3]=[CH:4][C:5]([N:22]2[CH2:26][CH2:25][CH2:24][CH2:23]2)=[C:6]([CH2:8][N:9]2[CH2:14][CH2:13][NH:12][CH2:11][CH2:10]2)[CH:7]=1, predict the reactants needed to synthesize it. The reactants are: [CH3:1][C:2]1[CH:3]=[CH:4][C:5]([N:22]2[CH2:26][CH2:25][CH2:24][CH2:23]2)=[C:6]([CH2:8][N:9]2[CH2:14][CH2:13][N:12](C(OC(C)(C)C)=O)[CH2:11][CH2:10]2)[CH:7]=1.FC(F)(F)C(O)=O. (6) Given the product [Cl:1][C:2]1[CH:28]=[CH:27][C:5]([CH2:6][N:7]2[C:15]3[C:10](=[CH:11][C:12]([CH:16]=[C:17]4[S:21][C:20]([N:39]5[CH2:40][CH:36]6[CH2:35][O:34][C:33](=[O:41])[CH:37]6[CH2:38]5)=[N:19][C:18]4=[O:26])=[CH:13][CH:14]=3)[CH:9]=[N:8]2)=[C:4]([C:29]([F:30])([F:32])[F:31])[CH:3]=1, predict the reactants needed to synthesize it. The reactants are: [Cl:1][C:2]1[CH:28]=[CH:27][C:5]([CH2:6][N:7]2[C:15]3[C:10](=[CH:11][C:12]([CH:16]=[C:17]4[S:21][C:20](SCCC)=[N:19][C:18]4=[O:26])=[CH:13][CH:14]=3)[CH:9]=[N:8]2)=[C:4]([C:29]([F:32])([F:31])[F:30])[CH:3]=1.[C:33]1(=[O:41])[CH:37]2[CH2:38][NH:39][CH2:40][CH:36]2[CH2:35][O:34]1. (7) Given the product [Cl:19][C:20]1[CH:21]=[C:22]([CH:37]=[CH:38][C:39]=1[Cl:40])[CH2:23][N:24]([CH3:36])[C:25]([C:26]1[CH2:12][N:3]([CH:4]2[CH2:9][CH2:8][CH2:7][NH:6][CH2:5]2)[C:31](=[O:32])[C:27]=1[OH:28])=[O:35], predict the reactants needed to synthesize it. The reactants are: Cl.Cl.[NH2:3][CH:4]1[CH2:9][CH2:8][CH2:7][NH:6][CH2:5]1.C=O.[CH2:12](N(CC)CC)C.[Cl:19][C:20]1[CH:21]=[C:22]([CH:37]=[CH:38][C:39]=1[Cl:40])[CH2:23][N:24]([CH3:36])[C:25](=[O:35])[CH:26]=[C:27]1[C:31](=[O:32])OC(C)(C)[O:28]1.